From a dataset of Retrosynthesis with 50K atom-mapped reactions and 10 reaction types from USPTO. Predict the reactants needed to synthesize the given product. (1) The reactants are: C[C@@H]1COCCN1.O=[N+]([O-])c1ccc(Cl)nc1. Given the product C[C@@H]1COCCN1c1ccc([N+](=O)[O-])cn1, predict the reactants needed to synthesize it. (2) Given the product CCOP(=O)(CN(C=O)CC(=O)OC)OCC, predict the reactants needed to synthesize it. The reactants are: CCOP(=O)(CNC=O)OCC.COC(=O)CCl. (3) Given the product CC(C)(O)C1CC=C(CN2C(=O)c3ccccc3C2=O)CC1, predict the reactants needed to synthesize it. The reactants are: CC(C)(O)C1CC=C(CO)CC1.O=C1NC(=O)c2ccccc21. (4) Given the product COC(=O)/C=C/c1ccc(Cl)c(OC)c1, predict the reactants needed to synthesize it. The reactants are: C=CC(=O)OC.COc1cc(Br)ccc1Cl. (5) Given the product Cc1cc(C(=O)O)ncc1CC(C)C, predict the reactants needed to synthesize it. The reactants are: CCOC(=O)c1cc(C)c(CC(C)C)cn1. (6) Given the product CCOC(=O)CCc1ccc(C#N)c(F)c1, predict the reactants needed to synthesize it. The reactants are: CCOC(=O)/C=C/c1ccc(C#N)c(F)c1. (7) The reactants are: CCOC(=O)/C=C(\C)c1ccc(Br)cc1.COc1cccc(OC)c1B(O)O. Given the product CCOC(=O)/C=C(\C)c1ccc(-c2c(OC)cccc2OC)cc1, predict the reactants needed to synthesize it.